This data is from Full USPTO retrosynthesis dataset with 1.9M reactions from patents (1976-2016). The task is: Predict the reactants needed to synthesize the given product. (1) Given the product [CH:10](=[N:9][N:8]([C:2]1[CH:3]=[CH:4][CH:5]=[CH:6][CH:7]=1)[C:27]([O:29][CH3:30])=[O:28])[C:11]1[CH:16]=[CH:15][CH:14]=[CH:13][CH:12]=1, predict the reactants needed to synthesize it. The reactants are: [Li].[C:2]1([NH:8][N:9]=[CH:10][C:11]2[CH:16]=[CH:15][CH:14]=[CH:13][CH:12]=2)[CH:7]=[CH:6][CH:5]=[CH:4][CH:3]=1.C(Cl)CCCCCCC.Cl[C:27]([O:29][CH3:30])=[O:28]. (2) Given the product [N:35]1([CH2:34][C:32]2[N:33]=[C:29]([NH:26][C:23]([C:16]3[C:17]4[N:18]=[CH:19][CH:20]=[N:21][C:22]=4[C:13]([C:3]4[C:2]([F:1])=[C:7]([O:8][CH3:9])[CH:6]=[C:5]([O:10][CH3:11])[C:4]=4[F:12])=[CH:14][CH:15]=3)=[O:24])[NH:30][CH:31]=2)[CH2:39][CH2:38][CH2:37][CH2:36]1, predict the reactants needed to synthesize it. The reactants are: [F:1][C:2]1[C:7]([O:8][CH3:9])=[CH:6][C:5]([O:10][CH3:11])=[C:4]([F:12])[C:3]=1[C:13]1[C:22]2[N:21]=[CH:20][CH:19]=[N:18][C:17]=2[C:16]([C:23](O)=[O:24])=[CH:15][CH:14]=1.[N+:26]([C:29]1[NH:30][CH:31]=[C:32]([CH2:34][N:35]2[CH2:39][CH2:38][CH2:37][CH2:36]2)[N:33]=1)([O-])=O.CO.C1COCC1.CO. (3) Given the product [C:1]([C:3]1[CH:4]=[CH:5][C:6]([C:9]2[S:13][C:12]([CH2:14][C:15]3[CH:16]=[C:17]([CH:21]=[CH:22][CH:23]=3)[C:18]([NH:48][C:46]3[S:47][C:43]4[CH2:42][C@@H:41]([N:35]5[CH2:36][CH2:37][O:38][CH2:39][CH2:40]5)[CH2:50][CH2:49][C:44]=4[N:45]=3)=[O:19])=[N:11][N:10]=2)=[CH:7][CH:8]=1)#[N:2], predict the reactants needed to synthesize it. The reactants are: [C:1]([C:3]1[CH:8]=[CH:7][C:6]([C:9]2[S:13][C:12]([CH2:14][C:15]3[CH:16]=[C:17]([CH:21]=[CH:22][CH:23]=3)[C:18](O)=[O:19])=[N:11][N:10]=2)=[CH:5][CH:4]=1)#[N:2].C(N(CC)C(C)C)(C)C.Br.Br.[N:35]1([C@H:41]2[CH2:50][CH2:49][C:44]3[N:45]=[C:46]([NH2:48])[S:47][C:43]=3[CH2:42]2)[CH2:40][CH2:39][O:38][CH2:37][CH2:36]1.C(=O)(O)[O-].[Na+].